This data is from Catalyst prediction with 721,799 reactions and 888 catalyst types from USPTO. The task is: Predict which catalyst facilitates the given reaction. (1) Product: [F:9][C:7]1([F:10])[O:6][C:5]2[CH:11]=[CH:12][C:2]([NH:1][C:13](=[O:15])[CH3:14])=[CH:3][C:4]=2[O:8]1. Reactant: [NH2:1][C:2]1[CH:12]=[CH:11][C:5]2[O:6][C:7]([F:10])([F:9])[O:8][C:4]=2[CH:3]=1.[C:13](OC(=O)C)(=[O:15])[CH3:14]. The catalyst class is: 11. (2) Reactant: [C:1](Cl)(=[O:8])[C:2]1[CH:7]=[CH:6][CH:5]=[CH:4][CH:3]=1.[Cl:10][C:11]1[CH:16]=[CH:15][C:14]([CH3:17])=[CH:13][C:12]=1[OH:18].C(N(CC)CC)C. Product: [Cl:10][C:11]1[CH:16]=[CH:15][C:14]([CH3:17])=[CH:13][C:12]=1[O:18][C:1](=[O:8])[C:2]1[CH:7]=[CH:6][CH:5]=[CH:4][CH:3]=1. The catalyst class is: 4. (3) Reactant: [CH3:1][O:2][C:3](=[O:16])[C:4]([C:7]1[CH:12]=[CH:11][C:10]([CH2:13][CH2:14][OH:15])=[CH:9][CH:8]=1)([CH3:6])[CH3:5].C(N(CC)CC)C.[CH3:24][S:25](Cl)(=[O:27])=[O:26].ClCCl. Product: [CH3:1][O:2][C:3](=[O:16])[C:4]([C:7]1[CH:8]=[CH:9][C:10]([CH2:13][CH2:14][O:15][S:25]([CH3:24])(=[O:27])=[O:26])=[CH:11][CH:12]=1)([CH3:6])[CH3:5]. The catalyst class is: 6.